Task: Predict the reaction yield, written as a fraction of the theoretical maximum amount of product (1.0 means a 100% yield; for example, 0.34 means a 34% yield).. Dataset: Reaction yield outcomes from USPTO patents with 853,638 reactions (1) The reactants are C([O:3][C:4]([C:6]1[O:10][C:9]([C:11]2[CH:16]=[CH:15][C:14]([Br:17])=[CH:13][CH:12]=2)=[N:8][C:7]=1[CH:18]([CH3:20])[CH3:19])=O)C.[H-].[H-].[H-].[H-].[Li+].[Al+3]. The catalyst is C1COCC1. The product is [Br:17][C:14]1[CH:13]=[CH:12][C:11]([C:9]2[O:10][C:6]([CH2:4][OH:3])=[C:7]([CH:18]([CH3:20])[CH3:19])[N:8]=2)=[CH:16][CH:15]=1. The yield is 0.990. (2) The reactants are [C:1]([O:5][C:6]([N:8]1[CH2:13][CH2:12][C:11]2[N:14]([CH2:19][C:20]3[CH:25]=[CH:24][C:23]([O:26][CH3:27])=[CH:22][CH:21]=3)[N:15]=[C:16]([CH2:17][OH:18])[C:10]=2[CH2:9]1)=[O:7])([CH3:4])([CH3:3])[CH3:2]. The catalyst is C(Cl)Cl.O=[Mn]=O. The product is [C:1]([O:5][C:6]([N:8]1[CH2:13][CH2:12][C:11]2[N:14]([CH2:19][C:20]3[CH:25]=[CH:24][C:23]([O:26][CH3:27])=[CH:22][CH:21]=3)[N:15]=[C:16]([CH:17]=[O:18])[C:10]=2[CH2:9]1)=[O:7])([CH3:4])([CH3:3])[CH3:2]. The yield is 0.538. (3) The reactants are [CH2:1]([C@H:3]1[O:8][C@@H:7]([CH2:9][CH3:10])[CH2:6][N:5]([C:11]2[CH:18]=[CH:17][C:16]([N+:19]([O-:21])=[O:20])=[CH:15][C:12]=2[CH:13]=O)[CH2:4]1)[CH3:2].[NH:22]1[C:29](=[O:30])[CH2:28][C:26](=[O:27])[NH:25][C:23]1=[O:24]. The catalyst is CO. The product is [CH2:9]([C@H:7]1[O:8][C@@H:3]([CH2:1][CH3:2])[C@@H:4]2[C:28]3([CH2:13][C:12]4[C:11]([N:5]2[CH2:6]1)=[CH:18][CH:17]=[C:16]([N+:19]([O-:21])=[O:20])[CH:15]=4)[C:26](=[O:27])[NH:25][C:23](=[O:24])[NH:22][C:29]3=[O:30])[CH3:10]. The yield is 0.480.